This data is from Reaction yield outcomes from USPTO patents with 853,638 reactions. The task is: Predict the reaction yield, written as a fraction of the theoretical maximum amount of product (1.0 means a 100% yield; for example, 0.34 means a 34% yield). (1) The reactants are [OH-].[Na+].S(Cl)(Cl)=O.[Cl:7][S:8]([OH:11])(=O)=[O:9].[CH2:12]([O:15][C:16]1[CH:24]=[CH:23][CH:22]=[CH:21][C:17]=1[C:18]([OH:20])=[O:19])[CH2:13][CH3:14]. The catalyst is ClCCl. The product is [Cl:7][S:8]([C:22]1[CH:23]=[CH:24][C:16]([O:15][CH2:12][CH2:13][CH3:14])=[C:17]([CH:21]=1)[C:18]([OH:20])=[O:19])(=[O:11])=[O:9]. The yield is 0.800. (2) The reactants are Cl[CH2:2][C:3]1[CH:8]=[C:7]([C:9]([NH:11][C:12]2[S:13][C:14]([C:22](=[O:29])[C:23]3[CH:28]=[CH:27][CH:26]=[CH:25][CH:24]=3)=[C:15]([C:17]3[O:18][CH:19]=[CH:20][CH:21]=3)[N:16]=2)=[O:10])[CH:6]=[CH:5][N:4]=1.O.[CH3:31][NH:32][CH3:33]. The catalyst is CO. The product is [C:22]([C:14]1[S:13][C:12]([NH:11][C:9]([C:7]2[CH:6]=[CH:5][N:4]=[C:3]([CH2:2][N:32]([CH3:33])[CH3:31])[CH:8]=2)=[O:10])=[N:16][C:15]=1[C:17]1[O:18][CH:19]=[CH:20][CH:21]=1)(=[O:29])[C:23]1[CH:28]=[CH:27][CH:26]=[CH:25][CH:24]=1. The yield is 0.410. (3) The reactants are C[O:2][C:3]([C:5]1[C:13]2[N:12]=[C:11]([C:14]3[CH:19]=[CH:18][C:17]([F:20])=[CH:16][C:15]=3[Cl:21])[NH:10][C:9]=2[C:8]([OH:22])=[CH:7][CH:6]=1)=[O:4].O[Li].O. The catalyst is C1COCC1.CO.O. The product is [Cl:21][C:15]1[CH:16]=[C:17]([F:20])[CH:18]=[CH:19][C:14]=1[C:11]1[NH:10][C:9]2[C:8]([OH:22])=[CH:7][CH:6]=[C:5]([C:3]([OH:4])=[O:2])[C:13]=2[N:12]=1. The yield is 0.900. (4) The reactants are OS(O)(=O)=O.[NH2:6][C:7]1[N:15]=[CH:14][CH:13]=[CH:12][C:8]=1[C:9]([OH:11])=[O:10].[CH3:16]O. No catalyst specified. The product is [NH2:6][C:7]1[N:15]=[CH:14][CH:13]=[CH:12][C:8]=1[C:9]([O:11][CH3:16])=[O:10]. The yield is 0.710. (5) The reactants are [Cl:1][C:2]1[C:3]([C:17]2[C:25]3[C:20](=[CH:21][CH:22]=[CH:23][CH:24]=3)[NH:19][CH:18]=2)=[N:4][C:5]([NH:8][CH:9]2[CH2:14][N:13]([CH3:15])[CH2:12][C@@H:11]([NH2:16])[CH2:10]2)=[N:6][CH:7]=1.Cl.[CH3:27][N:28]([CH3:50])[CH2:29]/[CH:30]=[CH:31]/[C:32]([NH:34][C:35]1[CH:49]=[CH:48][C:38]([C:39](OC(OC(C)C)=O)=[O:40])=[CH:37][CH:36]=1)=[O:33].N#N. The catalyst is CN(C=O)C.C1COCC1. The product is [Cl:1][C:2]1[C:3]([C:17]2[C:25]3[C:20](=[CH:21][CH:22]=[CH:23][CH:24]=3)[NH:19][CH:18]=2)=[N:4][C:5]([NH:8][CH:9]2[CH2:14][N:13]([CH3:15])[CH2:12][C@@H:11]([NH:16][C:39](=[O:40])[C:38]3[CH:48]=[CH:49][C:35]([NH:34][C:32](=[O:33])/[CH:31]=[CH:30]/[CH2:29][N:28]([CH3:50])[CH3:27])=[CH:36][CH:37]=3)[CH2:10]2)=[N:6][CH:7]=1. The yield is 0.104.